Task: Predict the reactants needed to synthesize the given product.. Dataset: Full USPTO retrosynthesis dataset with 1.9M reactions from patents (1976-2016) (1) Given the product [NH2:32][C@@H:33]([CH2:37][CH2:38][C:39]([NH:41][C@@H:42]([CH2:43][S:44][CH2:30][CH2:29][C:28]([NH:27][C:23]1[CH:24]=[CH:25][CH:26]=[C:21]([NH:20][C:3]2[C:2]([F:1])=[CH:7][N:6]=[C:5]([NH:8][C:9]3[CH:14]=[CH:13][C:12]([O:15][CH2:16][CH2:17][O:18][CH3:19])=[CH:11][CH:10]=3)[N:4]=2)[CH:22]=1)=[O:31])[C:45]([NH:47][CH2:48][C:49]([OH:51])=[O:50])=[O:46])=[O:40])[C:34]([OH:36])=[O:35], predict the reactants needed to synthesize it. The reactants are: [F:1][C:2]1[C:3]([NH:20][C:21]2[CH:22]=[C:23]([NH:27][C:28](=[O:31])[CH:29]=[CH2:30])[CH:24]=[CH:25][CH:26]=2)=[N:4][C:5]([NH:8][C:9]2[CH:14]=[CH:13][C:12]([O:15][CH2:16][CH2:17][O:18][CH3:19])=[CH:11][CH:10]=2)=[N:6][CH:7]=1.[NH2:32][C@@H:33]([CH2:37][CH2:38][C:39]([NH:41][C@H:42]([C:45]([NH:47][CH2:48][C:49]([OH:51])=[O:50])=[O:46])[CH2:43][SH:44])=[O:40])[C:34]([OH:36])=[O:35]. (2) Given the product [C:1]([N:5]1[CH2:9][CH2:8][C@@H:7]([CH2:10][C:11]([NH:17][NH2:18])=[O:13])[CH2:6]1)(=[O:4])[CH2:2][CH3:3], predict the reactants needed to synthesize it. The reactants are: [C:1]([N:5]1[CH2:9][CH2:8][C@@H:7]([CH2:10][C:11]([O:13]CC)=O)[CH2:6]1)(=[O:4])[CH2:2][CH3:3].O.[NH2:17][NH2:18]. (3) Given the product [S:13]1[CH:14]=[CH:15][CH:16]=[C:12]1[NH:11][C:10]1[C:5]2[N:6]([CH:2]=[CH:3][N:4]=2)[CH:7]=[CH:8][N:9]=1, predict the reactants needed to synthesize it. The reactants are: Br[C:2]1[N:6]2[CH:7]=[CH:8][N:9]=[C:10]([NH:11][CH3:12])[C:5]2=[N:4][CH:3]=1.[S:13]1C=[CH:16][CH:15]=[C:14]1B(O)O.C([O-])([O-])=O.[K+].[K+]. (4) Given the product [CH3:36][S:37]([O:33][CH2:32][CH:31]([OH:34])[C:30]([NH:29][C:25]1[CH:26]=[CH:27][CH:28]=[C:23]([NH:22][C:5]2[C:4]([F:3])=[CH:9][N:8]=[C:7]([NH:10][C:11]3[CH:16]=[CH:15][C:14]([O:17][CH2:18][CH2:19][O:20][CH3:21])=[CH:13][CH:12]=3)[N:6]=2)[CH:24]=1)=[O:35])(=[O:39])=[O:38], predict the reactants needed to synthesize it. The reactants are: N#N.[F:3][C:4]1[C:5]([NH:22][C:23]2[CH:24]=[C:25]([NH:29][C:30](=[O:35])[CH:31]([OH:34])[CH2:32][OH:33])[CH:26]=[CH:27][CH:28]=2)=[N:6][C:7]([NH:10][C:11]2[CH:16]=[CH:15][C:14]([O:17][CH2:18][CH2:19][O:20][CH3:21])=[CH:13][CH:12]=2)=[N:8][CH:9]=1.[CH3:36][S:37](Cl)(=[O:39])=[O:38]. (5) Given the product [CH3:7][CH:8]([CH3:20])[C:9]([O:11][C@@H:12]([O:16][C:17]([CH3:19])=[S:18])[CH:13]([CH3:14])[CH3:15])=[O:10], predict the reactants needed to synthesize it. The reactants are: COC(C)(C)C.[CH3:7][CH:8]([CH3:20])[C:9]([O:11][CH:12]([O:16][C:17]([CH3:19])=[S:18])[CH:13]([CH3:15])[CH3:14])=[O:10].